From a dataset of Full USPTO retrosynthesis dataset with 1.9M reactions from patents (1976-2016). Predict the reactants needed to synthesize the given product. (1) Given the product [C:22]([O:21][C:20]([NH:1][C@H:2]([CH2:8][C:9]1[CH:14]=[C:13]([F:15])[C:12]([F:16])=[CH:11][C:10]=1[F:17])[CH2:3][C:4]([OH:6])=[O:5])=[O:26])([CH3:25])([CH3:24])[CH3:23], predict the reactants needed to synthesize it. The reactants are: [NH2:1][C@H:2]([CH2:8][C:9]1[CH:14]=[C:13]([F:15])[C:12]([F:16])=[CH:11][C:10]=1[F:17])[CH2:3][C:4]([O:6]C)=[O:5].[OH-].[Li+].[C:20](O[C:20]([O:21][C:22]([CH3:25])([CH3:24])[CH3:23])=[O:26])(=[O:26])[O:21][C:22]([CH3:25])([CH3:24])[CH3:23].OS([O-])(=O)=O.[Na+]. (2) Given the product [OH:18][C:19]1[C:11]2[C:2](=[C:3]3[C:8]4=[C:9]([CH2:12][CH2:13][CH2:14][N:7]4[CH2:6][CH2:5][C:4]3=[O:16])[CH:10]=2)[CH:22]=[CH:21][CH:20]=1, predict the reactants needed to synthesize it. The reactants are: O[C:2]1[CH:11]=[CH:10][C:9]2[CH2:12][CH2:13][CH2:14]C[N:7]3[C:8]=2[C:3]=1[C:4](=[O:16])[CH2:5][CH2:6]3.C[O:18][C:19]1C=CC=C2[C:20]=1[CH:21]=[CH:22]C(N)=C2.